The task is: Predict the product of the given reaction.. This data is from Forward reaction prediction with 1.9M reactions from USPTO patents (1976-2016). (1) Given the reactants [CH3:1][C:2]1([CH3:14])[CH2:13][CH2:12][C:5]2=[C:6]([C:9]([OH:11])=[O:10])[S:7][CH:8]=[C:4]2[CH2:3]1.CN([CH:18]=[O:19])C.C(O)(=O)CC(CC(O)=O)(C(O)=O)O, predict the reaction product. The product is: [CH:18]([C:8]1[S:7][C:6]([C:9]([OH:11])=[O:10])=[C:5]2[CH2:12][CH2:13][C:2]([CH3:14])([CH3:1])[CH2:3][C:4]=12)=[O:19]. (2) The product is: [Br:1][C:2]1[C:7]([O:8][CH3:9])=[CH:6][CH:5]=[C:4]([Br:12])[C:3]=1[O:10][CH3:11]. Given the reactants [Br:1][C:2]1[C:7]([O:8][CH3:9])=[CH:6][CH:5]=[CH:4][C:3]=1[O:10][CH3:11].[Br:12]N1C(=O)CCC1=O, predict the reaction product.